From a dataset of Catalyst prediction with 721,799 reactions and 888 catalyst types from USPTO. Predict which catalyst facilitates the given reaction. Reactant: [CH3:1][O:2][C:3]1[CH:12]=[C:11]2[C:6]([C:7](=[O:15])[N:8]([CH3:14])[C:9](=[O:13])[NH:10]2)=[CH:5][CH:4]=1.C[Si]([N-][Si](C)(C)C)(C)C.[Li+].CS(O[CH2:31][CH2:32][N:33]1[CH2:38][CH2:37][CH:36]([NH:39][C:40]([O:42][C:43]([CH3:46])([CH3:45])[CH3:44])=[O:41])[CH2:35][CH2:34]1)(=O)=O.C(OC(=O)NC1CCN(CCN2C3C(=CC=C(OC)C=3)C=CC2=O)CC1)(C)(C)C. Product: [C:43]([O:42][C:40](=[O:41])[NH:39][CH:36]1[CH2:37][CH2:38][N:33]([CH2:32][CH2:31][N:10]2[C:11]3[C:6](=[CH:5][CH:4]=[C:3]([O:2][CH3:1])[CH:12]=3)[C:7](=[O:15])[N:8]([CH3:14])[C:9]2=[O:13])[CH2:34][CH2:35]1)([CH3:46])([CH3:45])[CH3:44]. The catalyst class is: 98.